This data is from Full USPTO retrosynthesis dataset with 1.9M reactions from patents (1976-2016). The task is: Predict the reactants needed to synthesize the given product. (1) Given the product [C:16]1([N:22]2[C:26]3([CH2:27][CH2:28][N:29]([C:6](=[O:7])[C:5]4[CH:4]=[C:3]([O:2][CH3:1])[C:11]([O:12][CH3:13])=[C:10]([O:14][CH3:15])[CH:9]=4)[CH2:30][CH2:31]3)[C:25](=[O:32])[NH:24][CH2:23]2)[CH:17]=[CH:18][CH:19]=[CH:20][CH:21]=1, predict the reactants needed to synthesize it. The reactants are: [CH3:1][O:2][C:3]1[CH:4]=[C:5]([CH:9]=[C:10]([O:14][CH3:15])[C:11]=1[O:12][CH3:13])[C:6](Cl)=[O:7].[C:16]1([N:22]2[C:26]3([CH2:31][CH2:30][NH:29][CH2:28][CH2:27]3)[C:25](=[O:32])[NH:24][CH2:23]2)[CH:21]=[CH:20][CH:19]=[CH:18][CH:17]=1. (2) Given the product [O:4]1[CH2:5][CH2:6][N:1]([C:7]2[CH:15]=[C:11]3[C:10](=[CH:9][CH:8]=2)[N:16]=[C:27]([C:17]2[C:26]4[C:21](=[CH:22][CH:23]=[CH:24][CH:25]=4)[CH:20]=[CH:19][CH:18]=2)[NH:14][C:12]3=[O:13])[CH2:2][CH2:3]1, predict the reactants needed to synthesize it. The reactants are: [N:1]1([C:7]2[CH:8]=[CH:9][C:10]([NH2:16])=[C:11]([CH:15]=2)[C:12]([NH2:14])=[O:13])[CH2:6][CH2:5][O:4][CH2:3][CH2:2]1.[C:17]1([CH:27]=O)[C:26]2[C:21](=[CH:22][CH:23]=[CH:24][CH:25]=2)[CH:20]=[CH:19][CH:18]=1. (3) Given the product [F:1][C:2]1[CH:3]=[C:4]([CH:42]=[CH:43][CH:44]=1)[CH2:5][N:6]1[C:10]([CH3:11])=[C:9]([C:12]2[C:20]3[C:15](=[N:16][CH:17]=[C:18]([C:21]4[CH:26]=[C:25]([NH:27][S:28]([CH3:31])(=[O:29])=[O:30])[C:24]([OH:32])=[N:23][CH:22]=4)[CH:19]=3)[NH:14][CH:13]=2)[C:8]([CH3:41])=[N:7]1, predict the reactants needed to synthesize it. The reactants are: [F:1][C:2]1[CH:3]=[C:4]([CH:42]=[CH:43][CH:44]=1)[CH2:5][N:6]1[C:10]([CH3:11])=[C:9]([C:12]2[C:20]3[C:15](=[N:16][CH:17]=[C:18]([C:21]4[CH:22]=[N:23][C:24]([O:32]C)=[C:25]([NH:27][S:28]([CH3:31])(=[O:30])=[O:29])[CH:26]=4)[CH:19]=3)[N:14](C(OC(C)(C)C)=O)[CH:13]=2)[C:8]([CH3:41])=[N:7]1. (4) Given the product [Cl:27][CH2:26][CH2:25][C:4]([CH3:5])([S:6][C:7]1[CH:15]=[CH:14][C:10]([C:11]([Cl:22])=[O:12])=[CH:9][C:8]=1[N+:16]([O-:18])=[O:17])[CH3:3], predict the reactants needed to synthesize it. The reactants are: OC[CH2:3][C:4](C)([S:6][C:7]1[CH:15]=[CH:14][C:10]([C:11](O)=[O:12])=[CH:9][C:8]=1[N+:16]([O-:18])=[O:17])[CH3:5].S(Cl)([Cl:22])=O.Cl[CH2:25][CH2:26][Cl:27].